Predict the reactants needed to synthesize the given product. From a dataset of Full USPTO retrosynthesis dataset with 1.9M reactions from patents (1976-2016). (1) Given the product [C:16]([O:20][C:21]([NH:23][C@H:24]([CH2:29][C:30]1[CH:35]=[C:34]([F:36])[C:33]([F:37])=[CH:32][C:31]=1[F:38])[CH2:25][C:26]([N:51]1[CH2:56][CH2:55][N:54]2[CH2:39][N:50]([C:12]([F:15])([F:14])[F:13])[N:49]=[C:53]2[CH:52]1[CH3:57])=[O:28])=[O:22])([CH3:17])([CH3:18])[CH3:19], predict the reactants needed to synthesize it. The reactants are: Cl.CC1NCCN2N=C([C:12]([F:15])([F:14])[F:13])N=C12.[C:16]([O:20][C:21]([NH:23][C@H:24]([CH2:29][C:30]1[CH:35]=[C:34]([F:36])[C:33]([F:37])=[CH:32][C:31]=1[F:38])[CH2:25][C:26]([OH:28])=O)=[O:22])([CH3:19])([CH3:18])[CH3:17].[CH:39](N(CC)C(C)C)(C)C.O[N:49]1[C:53]2[N:54]=[CH:55][CH:56]=[CH:57][C:52]=2[N:51]=[N:50]1.F[P-](F)(F)(F)(F)F.N1(OC(N(C)C)=[N+](C)C)C2N=CC=CC=2N=N1. (2) Given the product [F:15][C:16]1([F:23])[CH2:21][CH2:20][CH:19]([NH:22][C:11]([C:8]2[CH:7]=[CH:6][C:5]([C:3]([OH:2])=[O:4])=[CH:10][N:9]=2)=[O:13])[CH2:18][CH2:17]1, predict the reactants needed to synthesize it. The reactants are: C[O:2][C:3]([C:5]1[CH:6]=[CH:7][C:8]([C:11]([OH:13])=O)=[N:9][CH:10]=1)=[O:4].Cl.[F:15][C:16]1([F:23])[CH2:21][CH2:20][CH:19]([NH2:22])[CH2:18][CH2:17]1. (3) The reactants are: [CH:1]([C:4]1[CH:5]=[C:6]([CH:18]=[CH:19][C:20]=1[O:21][CH3:22])[O:7][C:8]1[C:15]([CH3:16])=[CH:14][C:11]([CH:12]=O)=[CH:10][C:9]=1[CH3:17])([CH3:3])[CH3:2].[NH2:23][NH:24][C:25]([NH2:27])=[O:26].C([O-])(=O)C.[Na+]. Given the product [CH3:16][C:15]1[CH:14]=[C:11]([CH:10]=[C:9]([CH3:17])[C:8]=1[O:7][C:6]1[CH:18]=[CH:19][C:20]([O:21][CH3:22])=[C:4]([CH:1]([CH3:2])[CH3:3])[CH:5]=1)[CH:12]=[N:23][NH:24][C:25]([NH2:27])=[O:26], predict the reactants needed to synthesize it.